From a dataset of Retrosynthesis with 50K atom-mapped reactions and 10 reaction types from USPTO. Predict the reactants needed to synthesize the given product. The reactants are: CC(C)(C)OC(=O)Nc1ccc(I)cc1[N+](=O)[O-].OB(O)c1ccc(F)cc1. Given the product CC(C)(C)OC(=O)Nc1ccc(-c2ccc(F)cc2)cc1[N+](=O)[O-], predict the reactants needed to synthesize it.